The task is: Predict the product of the given reaction.. This data is from Forward reaction prediction with 1.9M reactions from USPTO patents (1976-2016). (1) Given the reactants C([O:3][C:4](=O)[C:5]1[CH:10]=[CH:9][C:8]([S:11]([CH3:14])(=[O:13])=[O:12])=[CH:7][C:6]=1[O:15][CH2:16][C:17]#[N:18])C.CC(C)([O-])C.[K+], predict the reaction product. The product is: [OH:3][C:4]1[C:5]2[CH:10]=[CH:9][C:8]([S:11]([CH3:14])(=[O:13])=[O:12])=[CH:7][C:6]=2[O:15][C:16]=1[C:17]#[N:18]. (2) Given the reactants Cl.[NH:2]1[C:10]2[C:5](=[CH:6][C:7]([C:11]3[C:19]4[C:18]([NH2:20])=[N:17][CH:16]=[N:15][C:14]=4[N:13]([CH3:21])[CH:12]=3)=[CH:8][CH:9]=2)[CH2:4][CH2:3]1.[CH3:22][O:23][C:24]1[CH:25]=[C:26]([CH2:30][C:31](O)=[O:32])[CH:27]=[CH:28][CH:29]=1.CN(C(ON1N=NC2C=CC=NC1=2)=[N+](C)C)C.F[P-](F)(F)(F)(F)F.CCN(C(C)C)C(C)C, predict the reaction product. The product is: [CH3:21][N:13]1[C:14]2[N:15]=[CH:16][N:17]=[C:18]([NH2:20])[C:19]=2[C:11]([C:7]2[CH:6]=[C:5]3[C:10](=[CH:9][CH:8]=2)[N:2]([C:31](=[O:32])[CH2:30][C:26]2[CH:27]=[CH:28][CH:29]=[C:24]([O:23][CH3:22])[CH:25]=2)[CH2:3][CH2:4]3)=[CH:12]1. (3) Given the reactants [NH2:1][C@H:2]([CH2:5][O:6][C:7]1[CH:12]=[CH:11][C:10]([C:13]2[CH:18]=[CH:17][C:16]([O:19][C:20]([F:23])([F:22])[F:21])=[CH:15][CH:14]=2)=[CH:9][CH:8]=1)[CH2:3][OH:4].[CH:24](=O)[C:25]1[CH:30]=[CH:29][C:28]([O:31][CH3:32])=[CH:27][CH:26]=1.CCCCCCC, predict the reaction product. The product is: [CH3:32][O:31][C:28]1[CH:29]=[CH:30][C:25](/[CH:24]=[N:1]/[C@H:2]([CH2:5][O:6][C:7]2[CH:8]=[CH:9][C:10]([C:13]3[CH:18]=[CH:17][C:16]([O:19][C:20]([F:21])([F:22])[F:23])=[CH:15][CH:14]=3)=[CH:11][CH:12]=2)[CH2:3][OH:4])=[CH:26][CH:27]=1.